This data is from Catalyst prediction with 721,799 reactions and 888 catalyst types from USPTO. The task is: Predict which catalyst facilitates the given reaction. (1) Reactant: [C:1]([OH:9])(=[O:8])/[C:2](=[C:4](\[CH:6]=[O:7])/[Cl:5])/[Cl:3].[C:10](OC(=O)C)(=[O:12])[CH3:11]. Product: [C:10]([O:7][CH:6]1[O:9][C:1](=[O:8])[C:2]([Cl:3])=[C:4]1[Cl:5])(=[O:12])[CH3:11]. The catalyst class is: 4. (2) Reactant: [CH:1]1[CH:2]=[CH:3][C:4]2N(O)N=N[C:5]=2[CH:6]=1.CCN(C(C)C)C(C)C.[CH:20]1([CH:25]([C:29]2[CH:34]=[CH:33][C:32]([CH2:35][N:36]3[C:41](=[O:42])[CH2:40][O:39][C:38](C4C=CC=CC=4)=[N:37]3)=[CH:31][CH:30]=2)[C:26]([OH:28])=O)[CH2:24][CH2:23][CH2:22][CH2:21]1.[NH2:49][CH:50]([CH3:62])[CH2:51][CH2:52][CH2:53][CH2:54][C:55]([O:57][C:58]([CH3:61])([CH3:60])[CH3:59])=[O:56].CN(C(ON1N=NC2C=CC=NC1=2)=[N+](C)C)C.F[P-](F)(F)(F)(F)F. Product: [CH:20]1([CH:25]([C:29]2[CH:30]=[CH:31][C:32]([CH2:35][N:36]3[C:41](=[O:42])[CH2:40][O:39][C:38]([C:5]4[CH:4]=[CH:3][CH:2]=[CH:1][CH:6]=4)=[N:37]3)=[CH:33][CH:34]=2)[C:26]([NH:49][CH:50]([CH3:62])[CH2:51][CH2:52][CH2:53][CH2:54][C:55]([O:57][C:58]([CH3:61])([CH3:60])[CH3:59])=[O:56])=[O:28])[CH2:24][CH2:23][CH2:22][CH2:21]1. The catalyst class is: 39. (3) Reactant: [OH:1][C:2]1[CH:20]=[C:19]([O:21][CH3:22])[C:18]([O:23][CH3:24])=[C:17]([O:25][CH3:26])[C:3]=1[C:4](=[O:16])[CH:5]=[CH:6][C:7]1[CH:12]=[CH:11][C:10]([N+:13]([O-:15])=[O:14])=[CH:9][CH:8]=1.II. Product: [CH3:26][O:25][C:17]1[C:18]([O:23][CH3:24])=[C:19]([O:21][CH3:22])[CH:20]=[C:2]2[C:3]=1[C:4](=[O:16])[CH:5]=[C:6]([C:7]1[CH:12]=[CH:11][C:10]([N+:13]([O-:15])=[O:14])=[CH:9][CH:8]=1)[O:1]2. The catalyst class is: 16.